Task: Predict the product of the given reaction.. Dataset: Forward reaction prediction with 1.9M reactions from USPTO patents (1976-2016) The product is: [Cl:1][C:2]1[CH:3]=[C:4]([C:12]2[O:16][N:15]=[C:14]([C:17]3[CH:18]=[CH:19][C:20]([CH2:27][CH2:28][C:29]([OH:31])=[O:30])=[C:21]4[C:25]=3[N:24]([CH3:26])[CH:23]=[CH:22]4)[N:13]=2)[CH:5]=[N:6][C:7]=1[O:8][CH:9]([CH3:11])[CH3:10]. Given the reactants [Cl:1][C:2]1[CH:3]=[C:4]([C:12]2[O:16][N:15]=[C:14]([C:17]3[CH:18]=[CH:19][C:20]([CH2:27][CH2:28][C:29]([O:31]CC)=[O:30])=[C:21]4[C:25]=3[N:24]([CH3:26])[CH:23]=[CH:22]4)[N:13]=2)[CH:5]=[N:6][C:7]=1[O:8][CH:9]([CH3:11])[CH3:10].[OH-].[Na+], predict the reaction product.